This data is from NCI-60 drug combinations with 297,098 pairs across 59 cell lines. The task is: Regression. Given two drug SMILES strings and cell line genomic features, predict the synergy score measuring deviation from expected non-interaction effect. (1) Drug 1: C1=CN(C(=O)N=C1N)C2C(C(C(O2)CO)O)O.Cl. Drug 2: CC1C(C(CC(O1)OC2CC(CC3=C2C(=C4C(=C3O)C(=O)C5=C(C4=O)C(=CC=C5)OC)O)(C(=O)CO)O)N)O.Cl. Cell line: HOP-62. Synergy scores: CSS=53.7, Synergy_ZIP=-6.13, Synergy_Bliss=-10.6, Synergy_Loewe=5.43, Synergy_HSA=-3.44. (2) Drug 1: CCC1(CC2CC(C3=C(CCN(C2)C1)C4=CC=CC=C4N3)(C5=C(C=C6C(=C5)C78CCN9C7C(C=CC9)(C(C(C8N6C)(C(=O)OC)O)OC(=O)C)CC)OC)C(=O)OC)O.OS(=O)(=O)O. Drug 2: CC1CCCC2(C(O2)CC(NC(=O)CC(C(C(=O)C(C1O)C)(C)C)O)C(=CC3=CSC(=N3)C)C)C. Cell line: SR. Synergy scores: CSS=76.1, Synergy_ZIP=-1.40, Synergy_Bliss=-2.33, Synergy_Loewe=-4.45, Synergy_HSA=-0.737. (3) Drug 1: CC1=C2C(C(=O)C3(C(CC4C(C3C(C(C2(C)C)(CC1OC(=O)C(C(C5=CC=CC=C5)NC(=O)OC(C)(C)C)O)O)OC(=O)C6=CC=CC=C6)(CO4)OC(=O)C)OC)C)OC. Drug 2: C1C(C(OC1N2C=NC3=C2NC=NCC3O)CO)O. Cell line: CAKI-1. Synergy scores: CSS=35.1, Synergy_ZIP=-3.04, Synergy_Bliss=-4.20, Synergy_Loewe=-7.42, Synergy_HSA=-0.178. (4) Drug 1: CS(=O)(=O)CCNCC1=CC=C(O1)C2=CC3=C(C=C2)N=CN=C3NC4=CC(=C(C=C4)OCC5=CC(=CC=C5)F)Cl. Drug 2: CN(CC1=CN=C2C(=N1)C(=NC(=N2)N)N)C3=CC=C(C=C3)C(=O)NC(CCC(=O)O)C(=O)O. Cell line: RPMI-8226. Synergy scores: CSS=42.2, Synergy_ZIP=4.82, Synergy_Bliss=3.25, Synergy_Loewe=-45.2, Synergy_HSA=-4.26. (5) Drug 1: C1C(C(OC1N2C=C(C(=O)NC2=O)F)CO)O. Drug 2: CC=C1C(=O)NC(C(=O)OC2CC(=O)NC(C(=O)NC(CSSCCC=C2)C(=O)N1)C(C)C)C(C)C. Cell line: OVCAR-5. Synergy scores: CSS=51.8, Synergy_ZIP=0.201, Synergy_Bliss=2.97, Synergy_Loewe=-16.6, Synergy_HSA=0.0500. (6) Drug 1: C1=CC(=CC=C1CCC2=CNC3=C2C(=O)NC(=N3)N)C(=O)NC(CCC(=O)O)C(=O)O. Drug 2: CC1C(C(CC(O1)OC2CC(CC3=C2C(=C4C(=C3O)C(=O)C5=C(C4=O)C(=CC=C5)OC)O)(C(=O)C)O)N)O.Cl. Cell line: SNB-75. Synergy scores: CSS=27.6, Synergy_ZIP=1.50, Synergy_Bliss=4.28, Synergy_Loewe=0.106, Synergy_HSA=6.13. (7) Drug 1: CCCS(=O)(=O)NC1=C(C(=C(C=C1)F)C(=O)C2=CNC3=C2C=C(C=N3)C4=CC=C(C=C4)Cl)F. Drug 2: C1CC(=O)NC(=O)C1N2CC3=C(C2=O)C=CC=C3N. Cell line: SNB-19. Synergy scores: CSS=-0.371, Synergy_ZIP=-0.421, Synergy_Bliss=-3.47, Synergy_Loewe=-5.08, Synergy_HSA=-6.27.